This data is from Catalyst prediction with 721,799 reactions and 888 catalyst types from USPTO. The task is: Predict which catalyst facilitates the given reaction. (1) Reactant: [F:1][C:2]1[CH:7]=[C:6]([S:8]([CH3:11])(=[O:10])=[O:9])[C:5]([F:12])=[CH:4][C:3]=1[NH:13][C@H:14]1[CH2:20][CH2:19][CH2:18][CH2:17][N:16]([CH:21]2[CH2:26][CH2:25][NH:24][CH2:23][CH2:22]2)[C:15]1=[O:27].C(=O)([O-])[O-].[K+].[K+].[N:34]#[C:35]Br.[OH-].[Na+]. Product: [F:1][C:2]1[CH:7]=[C:6]([S:8]([CH3:11])(=[O:10])=[O:9])[C:5]([F:12])=[CH:4][C:3]=1[NH:13][C@H:14]1[CH2:20][CH2:19][CH2:18][CH2:17][N:16]([CH:21]2[CH2:26][CH2:25][N:24]([C:35]#[N:34])[CH2:23][CH2:22]2)[C:15]1=[O:27]. The catalyst class is: 10. (2) Reactant: [BrH:1].[O:2]([C:9]1[CH:14]=[CH:13][CH:12]=[CH:11][C:10]=1[CH2:15]O)[C:3]1[CH:8]=[CH:7][CH:6]=[CH:5][CH:4]=1. Product: [Br:1][CH2:15][C:10]1[CH:11]=[CH:12][CH:13]=[CH:14][C:9]=1[O:2][C:3]1[CH:8]=[CH:7][CH:6]=[CH:5][CH:4]=1. The catalyst class is: 2. (3) Reactant: [Cl:1][C:2]1[CH:10]=[CH:9][C:5]([C:6](Cl)=[O:7])=[CH:4][CH:3]=1.[NH2:11][CH:12](C1C=CC=CC=1)[CH2:13][CH2:14][N:15]1[CH2:20][CH2:19][CH:18]([CH2:21][CH2:22][S:23]([C:26]2[CH:31]=[CH:30][C:29]([S:32]([CH3:35])(=[O:34])=[O:33])=[CH:28][CH:27]=2)(=[O:25])=[O:24])[CH2:17][CH2:16]1.C(N([CH2:47][CH3:48])CC)C. Product: [C:48]1([CH:17]2[CH:18]([CH2:21][CH2:22][S:23]([C:26]3[CH:27]=[CH:28][C:29]([S:32]([CH3:35])(=[O:33])=[O:34])=[CH:30][CH:31]=3)(=[O:25])=[O:24])[CH2:19][CH2:20][N:15]([CH2:14][CH2:13][CH2:12][NH:11][C:6](=[O:7])[C:5]3[CH:9]=[CH:10][C:2]([Cl:1])=[CH:3][CH:4]=3)[CH2:16]2)[CH:47]=[CH:4][CH:3]=[CH:2][CH:10]=1. The catalyst class is: 4. (4) Reactant: [F:1][C:2]1[C:3]([NH:15][CH:16]2[CH2:21][CH2:20][CH2:19][NH:18][CH2:17]2)=[N:4][C:5]([NH:8][C:9]2[CH:14]=[CH:13][CH:12]=[CH:11][CH:10]=2)=[N:6][CH:7]=1.C([O:24][C:25](=O)[CH2:26][C:27]#[N:28])C.C1CCN2C(=NCCC2)CC1. Product: [F:1][C:2]1[C:3]([NH:15][CH:16]2[CH2:21][CH2:20][CH2:19][N:18]([C:25](=[O:24])[CH2:26][C:27]#[N:28])[CH2:17]2)=[N:4][C:5]([NH:8][C:9]2[CH:14]=[CH:13][CH:12]=[CH:11][CH:10]=2)=[N:6][CH:7]=1. The catalyst class is: 2. (5) Reactant: C([O:8][C:9]1[CH:18]=[C:17]([CH:19]2[CH2:22][CH2:21][CH2:20]2)[C:16]([CH:23]2[CH2:25][CH2:24]2)=[CH:15][C:10]=1[C:11]([O:13][CH3:14])=[O:12])C1C=CC=CC=1.[H][H]. Product: [CH:19]1([C:17]2[C:16]([CH:23]3[CH2:24][CH2:25]3)=[CH:15][C:10]([C:11]([O:13][CH3:14])=[O:12])=[C:9]([OH:8])[CH:18]=2)[CH2:22][CH2:21][CH2:20]1. The catalyst class is: 352. (6) Reactant: Br[C:2]1[CH:7]=[CH:6][CH:5]=[CH:4][C:3]=1[CH2:8][N:9]1[C:14](=[O:15])[C:13]([C:16]([NH:18][CH2:19][C:20]([OH:22])=[O:21])=[O:17])=[C:12]([OH:23])[C:11]([CH:24]([CH3:26])[CH3:25])=[N:10]1.[F:27][C:28]1[CH:33]=[CH:32][C:31](B(O)O)=[CH:30][CH:29]=1.C(=O)([O-])[O-].[K+].[K+].Cl. Product: [F:27][C:28]1[CH:33]=[CH:32][C:31]([C:2]2[CH:7]=[CH:6][CH:5]=[CH:4][C:3]=2[CH2:8][N:9]2[C:14](=[O:15])[C:13]([C:16]([NH:18][CH2:19][C:20]([OH:22])=[O:21])=[O:17])=[C:12]([OH:23])[C:11]([CH:24]([CH3:26])[CH3:25])=[N:10]2)=[CH:30][CH:29]=1. The catalyst class is: 70.